Dataset: CYP1A2 inhibition data for predicting drug metabolism from PubChem BioAssay. Task: Regression/Classification. Given a drug SMILES string, predict its absorption, distribution, metabolism, or excretion properties. Task type varies by dataset: regression for continuous measurements (e.g., permeability, clearance, half-life) or binary classification for categorical outcomes (e.g., BBB penetration, CYP inhibition). Dataset: cyp1a2_veith. (1) The molecule is CCCCOc1ccc(S(=O)(=O)Nc2cccnc2)cc1. The result is 1 (inhibitor). (2) The compound is CCOC(=O)n1c(=O)n(Cc2ccccc2Cl)c2ccccc21. The result is 1 (inhibitor). (3) The molecule is Br.NCCC1([N+](=O)[O-])CCNCC1. The result is 0 (non-inhibitor). (4) The result is 1 (inhibitor). The drug is CCCNC(=O)N1N=C(c2ccc(N)cc2)c2cc3c(cc2[C@H]1C)OCO3.